Predict which catalyst facilitates the given reaction. From a dataset of Catalyst prediction with 721,799 reactions and 888 catalyst types from USPTO. (1) Reactant: [CH3:1][C:2]([C:5]1[CH:10]=[CH:9][C:8]([NH:11][S:12]([C:15]2[CH:20]=[CH:19][CH:18]=[CH:17][CH:16]=2)(=[O:14])=[O:13])=[C:7]([O:21][CH3:22])[CH:6]=1)([OH:4])[CH3:3].[C:23](OC(=O)C)(=[O:25])[CH3:24]. Product: [CH3:3][C:2]([C:5]1[CH:10]=[CH:9][C:8]([N:11]([S:12]([C:15]2[CH:20]=[CH:19][CH:18]=[CH:17][CH:16]=2)(=[O:14])=[O:13])[C:23](=[O:25])[CH3:24])=[C:7]([O:21][CH3:22])[CH:6]=1)([OH:4])[CH3:1]. The catalyst class is: 347. (2) Reactant: [OH:1][C:2]1[CH:7]=[CH:6][N:5]=[C:4]([C:8]([OH:10])=O)[CH:3]=1.[C:11]([NH2:15])([CH3:14])([CH3:13])[CH3:12].[ClH:16].C(N=C=NCCCN(C)C)C.[OH:28][N:29]1[C:33]2[CH:34]=[CH:35][CH:36]=[CH:37][C:32]=2N=N1.CN(C)C=[O:41]. Product: [C:11]([NH:15][C:8]([C:4]1[CH:3]=[C:2]([O:1][C:36]2[CH:35]=[CH:34][C:33]([N+:29]([O-:41])=[O:28])=[CH:32][C:37]=2[Cl:16])[CH:7]=[CH:6][N:5]=1)=[O:10])([CH3:14])([CH3:13])[CH3:12]. The catalyst class is: 66. (3) Reactant: [I:1][C:2]1[N:3]=[CH:4][N:5]([CH2:7][CH2:8][C:9]2[CH:14]=[CH:13][CH:12]=[CH:11][CH:10]=2)[CH:6]=1.[Li+].CC([N-]C(C)C)C.CN([CH:26]=[O:27])C. The catalyst class is: 1. Product: [I:1][C:2]1[N:3]=[C:4]([CH:26]=[O:27])[N:5]([CH2:7][CH2:8][C:9]2[CH:14]=[CH:13][CH:12]=[CH:11][CH:10]=2)[CH:6]=1. (4) Reactant: [CH3:1][O:2][CH2:3][O:4][C@H:5]1[CH2:22][CH2:21][C@:20]2([CH3:23])[C@H:7]([C:8](=[O:25])[CH2:9][C@H:10]3[C@H:19]2[CH2:18][CH2:17][C@:15]2([CH3:16])[C@@H:11]3[CH2:12][C:13](=[O:24])[CH2:14]2)[CH2:6]1.[BH4-].[Na+].O.CC(O)=O. Product: [CH3:1][O:2][CH2:3][O:4][C@H:5]1[CH2:22][CH2:21][C@:20]2([CH3:23])[C@H:7]([C@@H:8]([OH:25])[CH2:9][C@H:10]3[C@H:19]2[CH2:18][CH2:17][C@:15]2([CH3:16])[C@@H:11]3[CH2:12][C@@H:13]([OH:24])[CH2:14]2)[CH2:6]1. The catalyst class is: 14. (5) Reactant: [N+:1]([C:4]1[CH:12]=[CH:11][C:7]([C:8](O)=[O:9])=[CH:6][C:5]=1[O:13][CH:14]1[CH2:18][CH2:17][O:16][CH2:15]1)([O-:3])=[O:2].C(Cl)CCl.C1C=CC2N(O)N=[N:29][C:27]=2C=1.CN.C1COCC1. Product: [N+:1]([C:4]1[CH:12]=[CH:11][C:7]([C:8]([NH:29][CH3:27])=[O:9])=[CH:6][C:5]=1[O:13][CH:14]1[CH2:18][CH2:17][O:16][CH2:15]1)([O-:3])=[O:2]. The catalyst class is: 2. (6) Reactant: [BH4-].[Li+].[CH3:3][C:4](=[CH2:24])[CH2:5][C:6]1([C:19](OCC)=[O:20])[CH2:11][CH2:10][N:9]([C:12]([O:14][C:15]([CH3:18])([CH3:17])[CH3:16])=[O:13])[CH2:8][CH2:7]1.C1(C)C=CC=CC=1.[Cl-].[NH4+]. Product: [OH:20][CH2:19][C:6]1([CH2:5][C:4]([CH3:24])=[CH2:3])[CH2:11][CH2:10][N:9]([C:12]([O:14][C:15]([CH3:16])([CH3:17])[CH3:18])=[O:13])[CH2:8][CH2:7]1. The catalyst class is: 30. (7) Reactant: [F:1][C:2]1[CH:10]=[C:9]([F:11])[CH:8]=[C:7]2[C:3]=1[CH2:4][CH2:5][C:6]2=[O:12].[CH:13]([N-]C(C)C)(C)C.[Li+].IC.C([O-])(O)=O.[Na+]. Product: [F:1][C:2]1[CH:10]=[C:9]([F:11])[CH:8]=[C:7]2[C:3]=1[CH2:4][CH:5]([CH3:13])[C:6]2=[O:12]. The catalyst class is: 7. (8) Reactant: [N+:1]([C:4]1[CH:9]=[CH:8][C:7]([CH:10]([C:13](=O)[CH2:14][CH3:15])[C:11]#[N:12])=[CH:6][CH:5]=1)([O-:3])=[O:2].Cl.[NH2:18][C:19]([NH2:21])=[NH:20].[O-]CC.[K+]. Product: [CH2:14]([C:13]1[N:18]=[C:19]([NH2:21])[N:20]=[C:11]([NH2:12])[C:10]=1[C:7]1[CH:6]=[CH:5][C:4]([N+:1]([O-:3])=[O:2])=[CH:9][CH:8]=1)[CH3:15]. The catalyst class is: 336.